Task: Regression. Given a peptide amino acid sequence and an MHC pseudo amino acid sequence, predict their binding affinity value. This is MHC class I binding data.. Dataset: Peptide-MHC class I binding affinity with 185,985 pairs from IEDB/IMGT (1) The peptide sequence is FLPSKYFPSV. The MHC is HLA-A02:03 with pseudo-sequence HLA-A02:03. The binding affinity (normalized) is 1.00. (2) The binding affinity (normalized) is 0.589. The peptide sequence is IVSKLTFLDV. The MHC is HLA-A02:01 with pseudo-sequence HLA-A02:01.